Predict the reactants needed to synthesize the given product. From a dataset of Full USPTO retrosynthesis dataset with 1.9M reactions from patents (1976-2016). (1) Given the product [NH2:26][CH2:25][CH2:24][NH:23][C:21]([CH:11]1[CH2:10][CH2:9][C@H:8]2[C@H:7]3[C@H:16]([CH2:15][CH2:14][C@:12]12[CH3:13])[C@:17]1([CH3:20])[C:4](=[CH:3][C:2](=[O:1])[CH2:19][CH2:18]1)[CH2:5][CH2:6]3)=[O:22], predict the reactants needed to synthesize it. The reactants are: [O:1]=[C:2]1[CH2:19][CH2:18][C@@:17]2([CH3:20])[C:4]([CH2:5][CH2:6][C@@H:7]3[C@@H:16]2[CH2:15][CH2:14][C@@:12]2([CH3:13])[C@H:8]3[CH2:9][CH2:10][CH:11]2[C:21]([NH:23][CH2:24][CH2:25][NH:26]C(=O)OC(C)(C)C)=[O:22])=[CH:3]1. (2) Given the product [CH3:16][C:17]([CH3:40])([CH3:39])[CH2:18][CH2:19][N:20]1[CH2:25][CH2:24][N:23]([CH2:26][CH2:27][O:28][C:29]2[CH:37]=[CH:36][C:32]([C:33]([N:7]3[CH2:6][C:5]4[CH:4]=[N:3][N:2]([CH3:1])[C:11]=4[NH:10][C:9]4[CH:12]=[CH:13][CH:14]=[CH:15][C:8]3=4)=[O:34])=[CH:31][C:30]=2[CH3:38])[CH2:22][CH2:21]1, predict the reactants needed to synthesize it. The reactants are: [CH3:1][N:2]1[C:11]2[NH:10][C:9]3[CH:12]=[CH:13][CH:14]=[CH:15][C:8]=3[NH:7][CH2:6][C:5]=2[CH:4]=[N:3]1.[CH3:16][C:17]([CH3:40])([CH3:39])[CH2:18][CH2:19][N:20]1[CH2:25][CH2:24][N:23]([CH2:26][CH2:27][O:28][C:29]2[CH:37]=[CH:36][C:32]([C:33](O)=[O:34])=[CH:31][C:30]=2[CH3:38])[CH2:22][CH2:21]1.